This data is from Reaction yield outcomes from USPTO patents with 853,638 reactions. The task is: Predict the reaction yield, written as a fraction of the theoretical maximum amount of product (1.0 means a 100% yield; for example, 0.34 means a 34% yield). (1) The reactants are [CH3:1][C:2]1[O:6][C:5]([CH:7]=O)=[CH:4][CH:3]=1.[NH2:9][C:10]1[CH:15]=[CH:14][CH:13]=[CH:12][C:11]=1[N:16]1[C:24]([C:25]2[CH:30]=[CH:29][CH:28]=[CH:27][CH:26]=2)=[C:23]2[C:18]([N:19]([CH3:34])[C:20](=[O:33])[N:21]([CH3:32])[C:22]2=[O:31])=[CH:17]1. The catalyst is C(O)C. The product is [CH3:1][C:2]1[O:6][C:5]([CH:7]2[NH:9][C:10]3[C:11](=[CH:12][CH:13]=[CH:14][CH:15]=3)[N:16]3[C:17]2=[C:18]2[N:19]([CH3:34])[C:20](=[O:33])[N:21]([CH3:32])[C:22](=[O:31])[C:23]2=[C:24]3[C:25]2[CH:30]=[CH:29][CH:28]=[CH:27][CH:26]=2)=[CH:4][CH:3]=1. The yield is 0.420. (2) The reactants are [CH3:1][C:2]1[CH:3]=[C:4]([CH:6]=[CH:7][C:8]=1[O:9][C:10]1[CH:11]=[N:12][C:13]([CH3:16])=[CH:14][CH:15]=1)[NH2:5].Cl.O1CCOCC1.Cl[C:25]1[C:34]2[C:29](=[CH:30][CH:31]=[CH:32][C:33]=2[F:35])[N:28]=[CH:27][N:26]=1. The catalyst is C(#N)C. The product is [F:35][C:33]1[CH:32]=[CH:31][CH:30]=[C:29]2[C:34]=1[C:25]([NH:5][C:4]1[CH:6]=[CH:7][C:8]([O:9][C:10]3[CH:11]=[N:12][C:13]([CH3:16])=[CH:14][CH:15]=3)=[C:2]([CH3:1])[CH:3]=1)=[N:26][CH:27]=[N:28]2. The yield is 0.940. (3) The reactants are C(NC1C=CC(C2C=C3C(CN([C@@H](C(C)C)C(OC)=O)C3=O)=CC=2)=CC=1)(=O)C1C=CC=CC=1.[NH2:34][C:35]1[CH:40]=[CH:39][C:38]([C:41]2[CH:49]=[C:48]3[C:44]([CH2:45][N:46]([C:51]4([C:55]([O:57][CH3:58])=[O:56])[CH2:54][CH2:53][CH2:52]4)[C:47]3=[O:50])=[CH:43][CH:42]=2)=[CH:37][CH:36]=1.[F:59][C:60]([F:71])([F:70])[C:61]1[CH:69]=[CH:68][C:64]([C:65](Cl)=[O:66])=[CH:63][CH:62]=1. No catalyst specified. The product is [O:50]=[C:47]1[C:48]2[C:44](=[CH:43][CH:42]=[C:41]([C:38]3[CH:37]=[CH:36][C:35]([NH:34][C:65](=[O:66])[C:64]4[CH:68]=[CH:69][C:61]([C:60]([F:59])([F:70])[F:71])=[CH:62][CH:63]=4)=[CH:40][CH:39]=3)[CH:49]=2)[CH2:45][N:46]1[C:51]1([C:55]([O:57][CH3:58])=[O:56])[CH2:52][CH2:53][CH2:54]1. The yield is 0.830. (4) The reactants are [H-].[Na+].[CH2:3]([C:5]1[CH:6]=[CH:7][C:8]2[C:14](=[O:15])[CH2:13][CH2:12][CH2:11][O:10][C:9]=2[CH:16]=1)[CH3:4].Cl.[CH3:18][O:19][C:20](=O)[O:21]C. No catalyst specified. The product is [CH3:18][O:19][C:20]([CH:13]1[CH2:12][CH2:11][O:10][C:9]2[CH:16]=[C:5]([CH2:3][CH3:4])[CH:6]=[CH:7][C:8]=2[C:14]1=[O:15])=[O:21]. The yield is 0.870.